Binary Classification. Given a miRNA mature sequence and a target amino acid sequence, predict their likelihood of interaction. From a dataset of Experimentally validated miRNA-target interactions with 360,000+ pairs, plus equal number of negative samples. The miRNA is mmu-miR-499-5p with sequence UUAAGACUUGCAGUGAUGUUU. The protein sequence of the target gene is MNSWDAGLAGLLVGTIGVSLLSNGLVLLCLLHSADIRRQAPALFTLNLTCGNLLCTVVNMPLTLAGVVAQRQPAGDRLCRLAAFLDTFLAANSMLSMAALSIDRWVAVVFPLSYRAKMRLRDAAFMVAYTWLHALTFPATALALSWLGFHQLYASCTLCSRRPDERLRFAVFTSAFHALSFLLSFIVLCFTYLKVLKVARFHCKRIDVITMQTLVLLVDIHPSVRERCLEEQKRRRQRATKKISTFIGTFLVCFAPYVITRLVELFSTAPIGSHWGVLSKCLAYSKAASDPFVYSLLRHQ.... Result: 0 (no interaction).